Predict the reaction yield, written as a fraction of the theoretical maximum amount of product (1.0 means a 100% yield; for example, 0.34 means a 34% yield). From a dataset of Reaction yield outcomes from USPTO patents with 853,638 reactions. The reactants are OC1C=CC([C:8]2[NH:9][C:10](=O)[C:11]3[C:16]([CH:17]=2)=[CH:15][C:14](OC)=[CH:13][C:12]=3OC)=CC=1.C([Li])CCC. The catalyst is C1COCC1. The product is [CH:10]1[C:11]2[C:16](=[CH:15][CH:14]=[CH:13][CH:12]=2)[CH:17]=[CH:8][N:9]=1. The yield is 0.260.